Dataset: TCR-epitope binding with 47,182 pairs between 192 epitopes and 23,139 TCRs. Task: Binary Classification. Given a T-cell receptor sequence (or CDR3 region) and an epitope sequence, predict whether binding occurs between them. (1) The epitope is GLIYNRMGAVTTEV. The TCR CDR3 sequence is CASSLDWGREAFF. Result: 1 (the TCR binds to the epitope). (2) The epitope is PKYVKQNTLKLAT. The TCR CDR3 sequence is CSARTGNTIYF. Result: 0 (the TCR does not bind to the epitope). (3) The epitope is NLVPMVATV. The TCR CDR3 sequence is CASKFTSSWSDTQYF. Result: 1 (the TCR binds to the epitope). (4) The epitope is ARMILMTHF. The TCR CDR3 sequence is CASSVAPGLGEGTQYF. Result: 0 (the TCR does not bind to the epitope). (5) The epitope is YLDAYNMMI. The TCR CDR3 sequence is CASSDKFAGNPQPQHF. Result: 0 (the TCR does not bind to the epitope). (6) The epitope is MPASWVMRI. The TCR CDR3 sequence is CASSGQGILYSNQPQHF. Result: 0 (the TCR does not bind to the epitope). (7) The epitope is NQKLIANQF. The TCR CDR3 sequence is CASSFLGPTNTQYF. Result: 0 (the TCR does not bind to the epitope). (8) The epitope is GILGFVFTL. The TCR CDR3 sequence is CASSSGRSNQPQHF. Result: 0 (the TCR does not bind to the epitope). (9) The epitope is TTLPVNVAF. The TCR CDR3 sequence is CASSLPSGGNDEQYF. Result: 0 (the TCR does not bind to the epitope).